Dataset: Reaction yield outcomes from USPTO patents with 853,638 reactions. Task: Predict the reaction yield, written as a fraction of the theoretical maximum amount of product (1.0 means a 100% yield; for example, 0.34 means a 34% yield). (1) The reactants are [CH3:1][O:2][C:3](=[O:25])[C:4](C)([CH2:9][C@H:10]1[CH2:14][C:13](=[O:15])[N:12]([C@H:16]([C:18]2[CH:23]=[CH:22][CH:21]=[CH:20][CH:19]=2)[CH3:17])[CH2:11]1)[C:5](OC)=O.[Na+].[Cl-].CS(C)=O. The catalyst is O. The product is [CH3:1][O:2][C:3](=[O:25])[CH:4]([CH3:5])[CH2:9][C@H:10]1[CH2:14][C:13](=[O:15])[N:12]([C@H:16]([C:18]2[CH:19]=[CH:20][CH:21]=[CH:22][CH:23]=2)[CH3:17])[CH2:11]1. The yield is 0.400. (2) The reactants are [F:1][C:2]1[CH:3]=[C:4]2[C:8](=[CH:9][CH:10]=1)[NH:7][CH:6]=[C:5]2[CH:11]=[N:12]O.O=P(Cl)(Cl)Cl.C(=O)(O)[O-].[Na+]. The catalyst is C1(C)C=CC=CC=1. The product is [F:1][C:2]1[CH:3]=[C:4]2[C:8](=[CH:9][CH:10]=1)[NH:7][CH:6]=[C:5]2[C:11]#[N:12]. The yield is 0.812. (3) The reactants are BrC1C=C(C=CC=1)[O:5][C:6]1[CH:11]=[CH:10][C:9]([C:12]2[N:16]([CH:17]3[CH2:22][CH2:21][CH2:20][CH2:19][CH2:18]3)[C:15]3[CH:23]=[CH:24][C:25]([C:27]([O:29][CH2:30][CH3:31])=[O:28])=[CH:26][C:14]=3[N:13]=2)=[CH:8][CH:7]=1.Cl.OC1C=CC(C(=N)OC)=CC=1. The product is [CH:17]1([N:16]2[C:15]3[CH:23]=[CH:24][C:25]([C:27]([O:29][CH2:30][CH3:31])=[O:28])=[CH:26][C:14]=3[N:13]=[C:12]2[C:9]2[CH:10]=[CH:11][C:6]([OH:5])=[CH:7][CH:8]=2)[CH2:18][CH2:19][CH2:20][CH2:21][CH2:22]1. The catalyst is CO. The yield is 0.720. (4) The reactants are [Cl:1][C:2]1[C:3]([CH:18]([S:27]([C:30]2[CH:35]=[CH:34][C:33]([Cl:36])=[CH:32][CH:31]=2)(=[O:29])=[O:28])[C:19]2[CH:24]=[C:23]([F:25])[CH:22]=[CH:21][C:20]=2[F:26])=[CH:4][C:5]([NH:8][S:9]([CH2:12][C:13]([O:15]CC)=[O:14])(=[O:11])=[O:10])=[N:6][CH:7]=1.O.[OH-].[Li+].Cl.FC(F)(F)C(O)=O. The catalyst is O1CCCC1.O.C(Cl)Cl.CO. The product is [Cl:1][C:2]1[C:3]([CH:18]([S:27]([C:30]2[CH:35]=[CH:34][C:33]([Cl:36])=[CH:32][CH:31]=2)(=[O:29])=[O:28])[C:19]2[CH:24]=[C:23]([F:25])[CH:22]=[CH:21][C:20]=2[F:26])=[CH:4][C:5]([NH:8][S:9]([CH2:12][C:13]([OH:15])=[O:14])(=[O:11])=[O:10])=[N:6][CH:7]=1. The yield is 0.940. (5) The catalyst is C(Cl)Cl.CCOC(C)=O.CN(C=O)C. The reactants are C(OC([N:11]1[CH:17]([C:18]2[NH:22][C:21]3[CH:23]=[C:24]([Br:27])[CH:25]=[CH:26][C:20]=3[N:19]=2)[CH2:16][C:13]2([CH2:15][CH2:14]2)[CH2:12]1)=O)C1C=CC=CC=1.Br.[CH3:29][O:30][C:31]([NH:33][CH:34]([CH:38]([CH3:40])[CH3:39])[C:35](O)=[O:36])=[O:32].CN(C(ON1N=NC2C=CC=NC1=2)=[N+](C)C)C.F[P-](F)(F)(F)(F)F.CCN(C(C)C)C(C)C. The yield is 0.750. The product is [CH3:29][O:30][C:31](=[O:32])[NH:33][CH:34]([C:35]([N:11]1[CH:17]([C:18]2[NH:22][C:21]3[CH:23]=[C:24]([Br:27])[CH:25]=[CH:26][C:20]=3[N:19]=2)[CH2:16][C:13]2([CH2:15][CH2:14]2)[CH2:12]1)=[O:36])[CH:38]([CH3:40])[CH3:39]. (6) The reactants are F[C:2]1[C:9]([F:10])=[CH:8][CH:7]=[CH:6][C:3]=1[C:4]#[N:5].O.[NH2:12][NH2:13]. The catalyst is C(O)C. The product is [F:10][C:9]1[CH:8]=[CH:7][CH:6]=[C:3]2[C:2]=1[NH:13][N:12]=[C:4]2[NH2:5]. The yield is 0.910.